Dataset: Cav3 T-type calcium channel HTS with 100,875 compounds. Task: Binary Classification. Given a drug SMILES string, predict its activity (active/inactive) in a high-throughput screening assay against a specified biological target. (1) The drug is O=C(N1CCC(CC1)C)C1CCN(CC1)CCCc1ccccc1. The result is 1 (active). (2) The molecule is O=C1N(C(=O)C2C1C1CC2C=C1)CCNC(=O)Nc1ccc(cc1)C. The result is 0 (inactive). (3) The molecule is O1C(CC(=O)N(Cc2ccccc2)CC)C(=O)Nc2c1cccc2. The result is 0 (inactive). (4) The drug is O=C(N)C1(CCCCC1)c1cc(OC)c(OC)cc1. The result is 0 (inactive). (5) The molecule is Clc1nc(NCC(O)=O)c([N+]([O-])=O)cc1. The result is 0 (inactive). (6) The molecule is s1nc2cc(NC(=O)NCc3occc3)ccc2n1. The result is 0 (inactive). (7) The drug is O=C(NC(CNC(=O)CC(C)(C)C)C)CC(C)(C)C. The result is 0 (inactive).